From a dataset of Forward reaction prediction with 1.9M reactions from USPTO patents (1976-2016). Predict the product of the given reaction. (1) Given the reactants [NH2:1][C:2]1[S:3][C:4]([C:13](=[O:15])[NH2:14])=[CH:5][C:6]=1[CH2:7][C:8](OCC)=[O:9].C[Al](C)C, predict the reaction product. The product is: [O:9]=[C:8]1[NH:1][C:2]2[S:3][C:4]([C:13]([NH2:14])=[O:15])=[CH:5][C:6]=2[CH2:7]1. (2) Given the reactants [C:1]([C:3]1[CH:8]=[CH:7][C:6]([CH2:9][CH2:10][CH:11](/[CH:23]=[CH:24]/[C:25]2[CH:30]=[CH:29][CH:28]=[CH:27][C:26]=2[OH:31])[CH2:12][C:13]2[CH:22]=[CH:21][C:16]([C:17]([O:19][CH3:20])=[O:18])=[CH:15][CH:14]=2)=[CH:5][CH:4]=1)#[N:2].C(=O)([O-])[O-].[K+].[K+].[F:38][C:39]([F:46])([F:45])[CH2:40][CH2:41][CH2:42][CH2:43]Br, predict the reaction product. The product is: [C:1]([C:3]1[CH:8]=[CH:7][C:6]([CH2:9][CH2:10][CH:11](/[CH:23]=[CH:24]/[C:25]2[CH:30]=[CH:29][CH:28]=[CH:27][C:26]=2[O:31][CH2:43][CH2:42][CH2:41][CH2:40][C:39]([F:46])([F:45])[F:38])[CH2:12][C:13]2[CH:14]=[CH:15][C:16]([C:17]([O:19][CH3:20])=[O:18])=[CH:21][CH:22]=2)=[CH:5][CH:4]=1)#[N:2]. (3) Given the reactants [Si:1]([O:8][C:9]1[CH:10]=[CH:11][C:12]([CH3:19])=[C:13]([CH:18]=1)[C:14](OC)=[O:15])([C:4]([CH3:7])([CH3:6])[CH3:5])([CH3:3])[CH3:2].[H-].C([Al+]CC(C)C)C(C)C.CCCCCC, predict the reaction product. The product is: [Si:1]([O:8][C:9]1[CH:10]=[CH:11][C:12]([CH3:19])=[C:13]([CH2:14][OH:15])[CH:18]=1)([C:4]([CH3:7])([CH3:6])[CH3:5])([CH3:2])[CH3:3].